Dataset: NCI-60 drug combinations with 297,098 pairs across 59 cell lines. Task: Regression. Given two drug SMILES strings and cell line genomic features, predict the synergy score measuring deviation from expected non-interaction effect. (1) Drug 1: CC(CN1CC(=O)NC(=O)C1)N2CC(=O)NC(=O)C2. Drug 2: C1C(C(OC1N2C=NC3=C(N=C(N=C32)Cl)N)CO)O. Cell line: 786-0. Synergy scores: CSS=8.43, Synergy_ZIP=-4.27, Synergy_Bliss=-1.68, Synergy_Loewe=-2.33, Synergy_HSA=-0.841. (2) Drug 1: CC1=C(C(CCC1)(C)C)C=CC(=CC=CC(=CC(=O)O)C)C. Drug 2: N.N.Cl[Pt+2]Cl. Cell line: K-562. Synergy scores: CSS=41.9, Synergy_ZIP=0.909, Synergy_Bliss=-3.36, Synergy_Loewe=6.08, Synergy_HSA=1.35. (3) Drug 1: CC1=CC=C(C=C1)C2=CC(=NN2C3=CC=C(C=C3)S(=O)(=O)N)C(F)(F)F. Drug 2: CN1C2=C(C=C(C=C2)N(CCCl)CCCl)N=C1CCCC(=O)O.Cl. Cell line: CCRF-CEM. Synergy scores: CSS=-3.26, Synergy_ZIP=3.23, Synergy_Bliss=3.05, Synergy_Loewe=-5.50, Synergy_HSA=-5.86. (4) Drug 1: CN1CCC(CC1)COC2=C(C=C3C(=C2)N=CN=C3NC4=C(C=C(C=C4)Br)F)OC. Drug 2: CC12CCC3C(C1CCC2O)C(CC4=C3C=CC(=C4)O)CCCCCCCCCS(=O)CCCC(C(F)(F)F)(F)F. Cell line: A498. Synergy scores: CSS=9.64, Synergy_ZIP=-3.47, Synergy_Bliss=-1.60, Synergy_Loewe=-4.22, Synergy_HSA=-0.590. (5) Drug 1: CC(C)(C#N)C1=CC(=CC(=C1)CN2C=NC=N2)C(C)(C)C#N. Drug 2: C(CC(=O)O)C(=O)CN.Cl. Cell line: UO-31. Synergy scores: CSS=11.9, Synergy_ZIP=-1.99, Synergy_Bliss=1.26, Synergy_Loewe=5.86, Synergy_HSA=4.36. (6) Drug 1: CN1CCC(CC1)COC2=C(C=C3C(=C2)N=CN=C3NC4=C(C=C(C=C4)Br)F)OC. Drug 2: C1=NC2=C(N1)C(=S)N=CN2. Cell line: CAKI-1. Synergy scores: CSS=35.8, Synergy_ZIP=-17.2, Synergy_Bliss=-18.2, Synergy_Loewe=-20.8, Synergy_HSA=-14.6.